Dataset: Forward reaction prediction with 1.9M reactions from USPTO patents (1976-2016). Task: Predict the product of the given reaction. Given the reactants I[C:2]1[CH:3]=[N:4][C:5]([C:8]2[CH:9]=[C:10]([CH:26]=[CH:27][CH:28]=2)[CH2:11][N:12]2[C:16]3[CH:17]=[C:18]([C:21]([F:24])([F:23])[F:22])[CH:19]=[CH:20][C:15]=3[S:14][C:13]2=[O:25])=[N:6][CH:7]=1.[CH3:29][N:30]1[CH2:35][CH2:34][NH:33][CH2:32][CH2:31]1.O.O.O.P([O-])([O-])([O-])=O.[K+].[K+].[K+].C1(P(C2CCCCC2)C2C=CC=CC=2C2C(OC)=CC=CC=2OC)CCCCC1, predict the reaction product. The product is: [CH3:29][N:30]1[CH2:35][CH2:34][N:33]([C:2]2[CH:3]=[N:4][C:5]([C:8]3[CH:9]=[C:10]([CH:26]=[CH:27][CH:28]=3)[CH2:11][N:12]3[C:16]4[CH:17]=[C:18]([C:21]([F:24])([F:23])[F:22])[CH:19]=[CH:20][C:15]=4[S:14][C:13]3=[O:25])=[N:6][CH:7]=2)[CH2:32][CH2:31]1.